This data is from Full USPTO retrosynthesis dataset with 1.9M reactions from patents (1976-2016). The task is: Predict the reactants needed to synthesize the given product. (1) The reactants are: [CH2:1]([O:3][C:4]1[CH:5]=[C:6]([CH:10]=[CH:11][C:12]=1[O:13][CH2:14][CH3:15])[C:7]([OH:9])=O)[CH3:2].O[NH:17][C:18]([C:20]1[CH:21]=[C:22]2[C:26](=[CH:27][CH:28]=1)[NH:25][CH:24]=[CH:23]2)=[NH:19].C1CN([P+](Br)(N2CCCC2)N2CCCC2)CC1.F[P-](F)(F)(F)(F)F.CCN(C(C)C)C(C)C.CCCC[N+](CCCC)(CCCC)CCCC.[F-]. Given the product [CH2:1]([O:3][C:4]1[CH:5]=[C:6]([C:7]2[O:9][N:19]=[C:18]([C:20]3[CH:21]=[C:22]4[C:26](=[CH:27][CH:28]=3)[NH:25][CH:24]=[CH:23]4)[N:17]=2)[CH:10]=[CH:11][C:12]=1[O:13][CH2:14][CH3:15])[CH3:2], predict the reactants needed to synthesize it. (2) Given the product [F:63][C:46]([F:45])([S:59]([O-:62])(=[O:60])=[O:61])[CH:47]([O:52][C:53](=[O:58])[C:54]([CH3:56])([CH3:57])[CH3:55])[C:48]([F:49])([F:51])[F:50].[CH2:6]([N+:10]1[C:18]2[C:13]3[C:14](=[CH:19][CH:20]=[CH:21][C:12]=3[C:11]=1[CH:22]=[CH:23][CH:24]=[CH:25][CH:26]=[CH:27][CH:28]=[C:29]1[C:37]3[CH:38]=[CH:39][CH:40]=[C:35]4[C:36]=3[C:31](=[CH:32][CH:33]=[CH:34]4)[N:30]1[CH2:41][CH2:42][CH2:43][CH3:44])[CH:15]=[CH:16][CH:17]=2)[CH2:7][CH2:8][CH3:9], predict the reactants needed to synthesize it. The reactants are: Cl([O-])(=O)(=O)=O.[CH2:6]([N+:10]1[C:18]2[C:13]3[C:14](=[CH:19][CH:20]=[CH:21][C:12]=3[C:11]=1[CH:22]=[CH:23][CH:24]=[CH:25][CH:26]=[CH:27][CH:28]=[C:29]1[C:37]3[CH:38]=[CH:39][CH:40]=[C:35]4[C:36]=3[C:31](=[CH:32][CH:33]=[CH:34]4)[N:30]1[CH2:41][CH2:42][CH2:43][CH3:44])[CH:15]=[CH:16][CH:17]=2)[CH2:7][CH2:8][CH3:9].[F:45][C:46]([F:63])([S:59]([O-:62])(=[O:61])=[O:60])[CH:47]([O:52][C:53](=[O:58])[C:54]([CH3:57])([CH3:56])[CH3:55])[C:48]([F:51])([F:50])[F:49].[Na+].O. (3) The reactants are: [Br:1][C:2]1[CH:3]=[CH:4][C:5](NC)=[N:6][CH:7]=1.[CH3:10][C:11]([CH3:13])=O.C(O[BH-](OC(=O)C)OC(=O)C)(=O)C.[Na+].[C:28](#[N:30])C. Given the product [Br:1][C:2]1[CH:3]=[CH:4][C:5]([CH2:28][NH:30][CH:11]([CH3:13])[CH3:10])=[N:6][CH:7]=1, predict the reactants needed to synthesize it.